From a dataset of Forward reaction prediction with 1.9M reactions from USPTO patents (1976-2016). Predict the product of the given reaction. (1) Given the reactants [C:1]([C:3]1[CH:12]=[CH:11][C:10]2[C:5](=[CH:6][CH:7]=[CH:8][CH:9]=2)[C:4]=1[CH2:13][OH:14])#[CH:2].[CH3:15][S:16](Cl)(=[O:18])=[O:17], predict the reaction product. The product is: [C:1]([C:3]1[CH:12]=[CH:11][C:10]2[C:5](=[CH:6][CH:7]=[CH:8][CH:9]=2)[C:4]=1[CH2:13][O:14][S:16]([CH3:15])(=[O:18])=[O:17])#[CH:2]. (2) Given the reactants F[C:2]1[CH:7]=[CH:6][CH:5]=[CH:4][C:3]=1[N+:8]([O-:10])=[O:9].C(=O)([O-])[O-].[K+].[K+].[CH2:17]([N:24]1[CH2:29][CH2:28][C:27]([NH2:31])([CH3:30])[CH2:26][CH2:25]1)[C:18]1[CH:23]=[CH:22][CH:21]=[CH:20][CH:19]=1, predict the reaction product. The product is: [CH2:17]([N:24]1[CH2:29][CH2:28][C:27]([NH:31][C:2]2[CH:7]=[CH:6][CH:5]=[CH:4][C:3]=2[N+:8]([O-:10])=[O:9])([CH3:30])[CH2:26][CH2:25]1)[C:18]1[CH:19]=[CH:20][CH:21]=[CH:22][CH:23]=1. (3) Given the reactants N([O-])=O.[Na+].[Br:5][C:6]1[S:10][C:9](N)=[N:8][C:7]=1[C:12]1[CH:17]=[CH:16][N:15]=[C:14]([S:18][CH3:19])[N:13]=1.[OH-].[Na+].C([O-])([O-])=O.[Na+].[Na+], predict the reaction product. The product is: [Br:5][C:6]1[S:10][CH:9]=[N:8][C:7]=1[C:12]1[CH:17]=[CH:16][N:15]=[C:14]([S:18][CH3:19])[N:13]=1. (4) Given the reactants [NH:1]1[CH2:6][CH2:5][CH2:4][CH2:3][CH2:2]1.Cl.C(N=C=NCCCN(C)C)C.[CH3:19][O:20][C:21]1[C:22](=[O:45])[C:23]([CH3:44])=[C:24]([CH2:30][C:31]2[CH:32]=[CH:33][C:34]([O:40][C:41](=[O:43])[CH3:42])=[C:35]([CH:39]=2)[C:36](O)=[O:37])[C:25](=[O:29])[C:26]=1[O:27][CH3:28], predict the reaction product. The product is: [CH3:19][O:20][C:21]1[C:22](=[O:45])[C:23]([CH3:44])=[C:24]([CH2:30][C:31]2[CH:32]=[CH:33][C:34]([O:40][C:41](=[O:43])[CH3:42])=[C:35]([CH:39]=2)[C:36]([N:1]2[CH2:6][CH2:5][CH2:4][CH2:3][CH2:2]2)=[O:37])[C:25](=[O:29])[C:26]=1[O:27][CH3:28]. (5) Given the reactants [CH3:1][O:2][C:3](=[O:14])[CH2:4][O:5][C:6]1[CH:11]=[CH:10][C:9]([F:12])=[C:8]([NH2:13])[CH:7]=1.C([O:17][C:18](=O)[CH:19]([CH2:24][C:25]1[CH:30]=[CH:29][C:28]([Br:31])=[CH:27][CH:26]=1)[C:20](=O)[CH2:21][CH3:22])C, predict the reaction product. The product is: [CH3:1][O:2][C:3](=[O:14])[CH2:4][O:5][C:6]1[CH:11]=[CH:10][C:9]([F:12])=[C:8]2[C:7]=1[C:18]([OH:17])=[C:19]([CH2:24][C:25]1[CH:26]=[CH:27][C:28]([Br:31])=[CH:29][CH:30]=1)[C:20]([CH2:21][CH3:22])=[N:13]2. (6) Given the reactants Cl.[CH2:2]([O:9][C:10]1[CH:19]=[CH:18][CH:17]=[C:16]2[C:11]=1[CH2:12][CH2:13][CH2:14][CH:15]2[C:20]([N:22]([C:29]1[CH:30]=[N:31][C:32]([CH:35]([CH3:37])[CH3:36])=[CH:33][CH:34]=1)[CH2:23][C:24]1[CH:25]=[N:26][NH:27][CH:28]=1)=[O:21])[C:3]1[CH:8]=[CH:7][CH:6]=[CH:5][CH:4]=1.Cl.Cl[CH2:40][CH2:41][N:42]1[CH2:47][CH2:46][CH2:45][CH2:44][CH2:43]1, predict the reaction product. The product is: [CH2:2]([O:9][C:10]1[CH:19]=[CH:18][CH:17]=[C:16]2[C:11]=1[CH2:12][CH2:13][CH2:14][CH:15]2[C:20]([N:22]([C:29]1[CH:30]=[N:31][C:32]([CH:35]([CH3:37])[CH3:36])=[CH:33][CH:34]=1)[CH2:23][C:24]1[CH:25]=[N:26][N:27]([CH2:40][CH2:41][N:42]2[CH2:47][CH2:46][CH2:45][CH2:44][CH2:43]2)[CH:28]=1)=[O:21])[C:3]1[CH:8]=[CH:7][CH:6]=[CH:5][CH:4]=1. (7) The product is: [CH3:51][O:50][C:38]1[CH:39]=[C:40]([N:43]2[CH2:44][CH2:45][N:46]([CH3:49])[CH2:47][CH2:48]2)[CH:41]=[CH:42][C:37]=1[NH:36][C:33]1[N:32]=[CH:31][C:30]2=[CH:29][CH:28]=[C:27]([C:55]3[CH:56]=[CH:57][CH:58]=[CH:59][C:54]=3[O:53][CH3:52])[N:35]2[N:34]=1. Given the reactants C1(P(C2C=CC=CC=2)C2C=CC=CC=2)C=CC=CC=1.O1CCOCC1.Br[C:27]1[N:35]2[C:30]([CH:31]=[N:32][C:33]([NH:36][C:37]3[CH:42]=[CH:41][C:40]([N:43]4[CH2:48][CH2:47][N:46]([CH3:49])[CH2:45][CH2:44]4)=[CH:39][C:38]=3[O:50][CH3:51])=[N:34]2)=[CH:29][CH:28]=1.[CH3:52][O:53][C:54]1[CH:59]=[CH:58][CH:57]=[CH:56][C:55]=1B(O)O.CN(C)C=O.C(=O)([O-])[O-].[Na+].[Na+].O, predict the reaction product.